Dataset: NCI-60 drug combinations with 297,098 pairs across 59 cell lines. Task: Regression. Given two drug SMILES strings and cell line genomic features, predict the synergy score measuring deviation from expected non-interaction effect. (1) Drug 1: C1CCC(CC1)NC(=O)N(CCCl)N=O. Drug 2: C1=CC(=CC=C1CC(C(=O)O)N)N(CCCl)CCCl.Cl. Cell line: SK-MEL-28. Synergy scores: CSS=24.8, Synergy_ZIP=0.0652, Synergy_Bliss=6.59, Synergy_Loewe=1.70, Synergy_HSA=3.35. (2) Drug 2: C1CN(CCN1C(=O)CCBr)C(=O)CCBr. Cell line: SK-OV-3. Synergy scores: CSS=16.1, Synergy_ZIP=-2.00, Synergy_Bliss=4.41, Synergy_Loewe=-2.21, Synergy_HSA=3.97. Drug 1: CC1CCC2CC(C(=CC=CC=CC(CC(C(=O)C(C(C(=CC(C(=O)CC(OC(=O)C3CCCCN3C(=O)C(=O)C1(O2)O)C(C)CC4CCC(C(C4)OC)O)C)C)O)OC)C)C)C)OC.